This data is from Full USPTO retrosynthesis dataset with 1.9M reactions from patents (1976-2016). The task is: Predict the reactants needed to synthesize the given product. The reactants are: C([O:8][C:9]1=[CH:10][N:11]([C:26]([CH3:29])([CH3:28])[CH3:27])[S:12]/[C:13]/1=[N:14]\[C:15](=[O:25])[C:16]1[CH:21]=[C:20]([Cl:22])[CH:19]=[CH:18][C:17]=1[O:23][CH3:24])C1C=CC=CC=1.OS(C(F)(F)F)(=O)=O.C(=O)(O)[O-].[Na+]. Given the product [C:26]([N:11]1[CH:10]=[C:9]([OH:8])/[C:13](=[N:14]/[C:15](=[O:25])[C:16]2[CH:21]=[C:20]([Cl:22])[CH:19]=[CH:18][C:17]=2[O:23][CH3:24])/[S:12]1)([CH3:29])([CH3:28])[CH3:27], predict the reactants needed to synthesize it.